Dataset: Reaction yield outcomes from USPTO patents with 853,638 reactions. Task: Predict the reaction yield, written as a fraction of the theoretical maximum amount of product (1.0 means a 100% yield; for example, 0.34 means a 34% yield). (1) The reactants are [NH:1]1[CH:5]=[CH:4][N:3]=[C:2]1[C:6]([O:8][CH2:9][CH3:10])=[O:7].Br[CH2:12][CH2:13][O:14][C:15]1[CH:20]=[CH:19][CH:18]=[CH:17][CH:16]=1.C(=O)([O-])[O-].[K+].[K+].C(OCC)(=O)C. The catalyst is CN(C)C=O. The product is [O:14]([CH2:13][CH2:12][N:1]1[CH:5]=[CH:4][N:3]=[C:2]1[C:6]([O:8][CH2:9][CH3:10])=[O:7])[C:15]1[CH:20]=[CH:19][CH:18]=[CH:17][CH:16]=1. The yield is 0.930. (2) The product is [CH3:14][C:13]1[CH:12]=[CH:11][N:10]=[CH:9][C:8]=1[C:7]1[CH:6]=[CH:5][N:4]=[C:3]2[C:15]([NH2:16])=[N:18][O:17][C:2]=12. The catalyst is CN(C=O)C.O. The yield is 0.770. The reactants are F[C:2]1[C:3]([C:15]#[N:16])=[N:4][CH:5]=[CH:6][C:7]=1[C:8]1[CH:9]=[N:10][CH:11]=[CH:12][C:13]=1[CH3:14].[OH:17][NH:18]C(=O)C.C(=O)([O-])[O-].[K+].[K+]. (3) The reactants are O[CH2:2][CH:3]([C:13]1[C:18]([OH:19])=[C:17]([CH3:20])[C:16]([CH3:21])=[CH:15][CH:14]=1)[C:4]1[CH:9]=[CH:8][C:7]([CH:10]([CH3:12])[CH3:11])=[CH:6][CH:5]=1. The catalyst is CO. The product is [CH:10]([C:7]1[CH:8]=[CH:9][C:4]([CH:3]2[C:13]3[CH:14]=[CH:15][C:16]([CH3:21])=[C:17]([CH3:20])[C:18]=3[O:19][CH2:2]2)=[CH:5][CH:6]=1)([CH3:12])[CH3:11]. The yield is 0.800. (4) The reactants are [CH3:1][O:2][C:3]1[CH:4]=[C:5]([N:9]2[C@H:16]3[C@H:11]([CH2:12][CH2:13][N:14](C(OC(C)(C)C)=O)[CH2:15]3)[CH2:10]2)[CH:6]=[N:7][CH:8]=1.FC(F)(F)C(O)=O. No catalyst specified. The product is [CH3:1][O:2][C:3]1[CH:4]=[C:5]([N:9]2[C@H:16]3[C@H:11]([CH2:12][CH2:13][NH:14][CH2:15]3)[CH2:10]2)[CH:6]=[N:7][CH:8]=1. The yield is 0.910.